This data is from Forward reaction prediction with 1.9M reactions from USPTO patents (1976-2016). The task is: Predict the product of the given reaction. (1) Given the reactants [NH2:1][C:2]1[N:3]=[N:4][C:5]([C:8]2[CH:17]=[CH:16][C:11]([C:12]([NH:14][CH3:15])=[O:13])=[C:10]([CH3:18])[CH:9]=2)=[CH:6][N:7]=1.Cl[CH:20]([CH2:23][C:24]1[CH:25]=[C:26]2[C:31](=[CH:32][CH:33]=1)[N:30]=[CH:29][CH:28]=[CH:27]2)[CH:21]=O, predict the reaction product. The product is: [CH3:15][NH:14][C:12](=[O:13])[C:11]1[CH:16]=[CH:17][C:8]([C:5]2[CH:6]=[N:7][C:2]3[N:3]([C:20]([CH2:23][C:24]4[CH:25]=[C:26]5[C:31](=[CH:32][CH:33]=4)[N:30]=[CH:29][CH:28]=[CH:27]5)=[CH:21][N:1]=3)[N:4]=2)=[CH:9][C:10]=1[CH3:18]. (2) Given the reactants N(C(OCC)=O)=NC(OCC)=O.[O:13]=[C:14]1[NH:18][C:17](=[O:19])[C:16]2([CH2:24][CH2:23][CH2:22][N:21]([C:25]([O:27][C:28]([CH3:31])([CH3:30])[CH3:29])=[O:26])[CH2:20]2)[NH:15]1.[CH:32]1(O)[CH2:37][CH2:36][CH2:35][CH2:34][CH2:33]1.C1(P(C2C=CC=CC=2)C2C=CC=CC=2)C=CC=CC=1.O1CCCC1, predict the reaction product. The product is: [CH:32]1([N:18]2[C:17](=[O:19])[C:16]3([CH2:24][CH2:23][CH2:22][N:21]([C:25]([O:27][C:28]([CH3:31])([CH3:30])[CH3:29])=[O:26])[CH2:20]3)[NH:15][C:14]2=[O:13])[CH2:37][CH2:36][CH2:35][CH2:34][CH2:33]1. (3) Given the reactants FC1C2C(=CC=CC=2)C=CC=1.[K].[CH3:13][N:14]([CH2:16][CH2:17][CH:18]([O:24][C:25]1[C:34]2[C:29](=[CH:30][CH:31]=[CH:32][CH:33]=2)[CH:28]=[CH:27][CH:26]=1)[C:19]1[S:20][CH:21]=[CH:22][CH:23]=1)C.ClC(OC1C=CC=CC=1)=O.ClC(OCC(Cl)(Cl)Cl)=O.C(=O)([O-])N, predict the reaction product. The product is: [CH3:13][NH:14][CH2:16][CH2:17][CH:18]([O:24][C:25]1[C:34]2[C:29](=[CH:30][CH:31]=[CH:32][CH:33]=2)[CH:28]=[CH:27][CH:26]=1)[C:19]1[S:20][CH:21]=[CH:22][CH:23]=1. (4) Given the reactants [C:1]([O:5][C:6](=[O:37])[N:7]([CH2:18][CH2:19][C:20]([N:22]1[CH2:28][CH2:27][C:26]2[CH:29]=[C:30]([O:35][CH3:36])[C:31]([O:33][CH3:34])=[CH:32][C:25]=2[CH2:24][CH2:23]1)=[O:21])[CH2:8][CH:9]1[CH2:16][C:15]2[C:10]1=[CH:11][CH:12]=[C:13]([OH:17])[CH:14]=2)([CH3:4])([CH3:3])[CH3:2].C(=O)([O-])[O-].[K+].[K+].C(=O)([O-])[O-].[Cs+].[Cs+].[CH:50](I)([CH3:52])[CH3:51], predict the reaction product. The product is: [C:1]([O:5][C:6](=[O:37])[N:7]([CH2:18][CH2:19][C:20]([N:22]1[CH2:23][CH2:24][C:25]2[CH:32]=[C:31]([O:33][CH3:34])[C:30]([O:35][CH3:36])=[CH:29][C:26]=2[CH2:27][CH2:28]1)=[O:21])[CH2:8][CH:9]1[CH2:16][C:15]2[C:10]1=[CH:11][CH:12]=[C:13]([O:17][CH:50]([CH3:52])[CH3:51])[CH:14]=2)([CH3:3])([CH3:4])[CH3:2]. (5) Given the reactants [O:1]1[CH2:5][CH2:4][O:3][CH:2]1[C:6]1[S:7][C:8]([C:11](=[O:15])[CH2:12][O:13][CH3:14])=[CH:9][N:10]=1.O1CCCC1.C(O)C.[BH4-].[Na+], predict the reaction product. The product is: [O:3]1[CH2:4][CH2:5][O:1][CH:2]1[C:6]1[S:7][C:8]([CH:11]([OH:15])[CH2:12][O:13][CH3:14])=[CH:9][N:10]=1. (6) Given the reactants [CH3:1][O:2][C:3](=[O:26])[CH2:4][CH2:5][C:6]1[CH:11]=[CH:10][C:9]([C:12]([CH2:23][CH3:24])([C:15]2[CH:20]=[CH:19][C:18]([OH:21])=[C:17]([CH3:22])[CH:16]=2)[CH2:13][CH3:14])=[CH:8][C:7]=1[CH3:25].C([O-])([O-])=O.[K+].[K+].CC1(C)[O:38][C@H:37]([CH2:39]OS(C2C=CC(C)=CC=2)(=O)=O)[CH2:36][O:35]1, predict the reaction product. The product is: [CH3:1][O:2][C:3](=[O:26])[CH2:4][CH2:5][C:6]1[CH:11]=[CH:10][C:9]([C:12]([C:15]2[CH:20]=[CH:19][C:18]([O:21][CH2:39][C@@H:37]([OH:38])[CH2:36][OH:35])=[C:17]([CH3:22])[CH:16]=2)([CH2:13][CH3:14])[CH2:23][CH3:24])=[CH:8][C:7]=1[CH3:25]. (7) Given the reactants C[O:2][C:3](=[O:21])[C@@H:4]([O:19][CH3:20])[CH2:5][C:6]1[CH:11]=[CH:10][CH:9]=[C:8]([O:12][C:13]([C:16]([OH:18])=O)([CH3:15])[CH3:14])[CH:7]=1.[CH2:22]([C:24]1[CH:29]=[CH:28][C:27]([CH2:30][CH2:31][NH2:32])=[CH:26][CH:25]=1)[CH3:23].C(O[C@@H](CC1C=CC(O[C@@H](C(=O)NCCC2C=CC(OC3C=CC=CC=3)=CC=2)C)=CC=1)C(O)=O)C, predict the reaction product. The product is: [CH2:22]([C:24]1[CH:29]=[CH:28][C:27]([CH2:30][CH2:31][NH:32][C:16]([C:13]([CH3:14])([O:12][C:8]2[CH:7]=[C:6]([CH2:5][C@H:4]([O:19][CH3:20])[C:3]([OH:2])=[O:21])[CH:11]=[CH:10][CH:9]=2)[CH3:15])=[O:18])=[CH:26][CH:25]=1)[CH3:23].